Predict the reaction yield, written as a fraction of the theoretical maximum amount of product (1.0 means a 100% yield; for example, 0.34 means a 34% yield). From a dataset of Reaction yield outcomes from USPTO patents with 853,638 reactions. (1) The reactants are [CH2:1]([C:8]1[CH:9]=[CH:10][C:11]2[O:15][C:14]([C:16]3[CH:17]=[C:18]4[C:23](=[CH:24][CH:25]=3)[CH2:22][N:21]([CH2:26][CH2:27][C:28]([O:30]C(C)(C)C)=[O:29])[CH2:20][CH2:19]4)=[CH:13][C:12]=2[CH:35]=1)[C:2]1[CH:7]=[CH:6][CH:5]=[CH:4][CH:3]=1.C(O)(C(F)(F)F)=O. The catalyst is C(Cl)Cl. The product is [CH2:1]([C:8]1[CH:9]=[CH:10][C:11]2[O:15][C:14]([C:16]3[CH:17]=[C:18]4[C:23](=[CH:24][CH:25]=3)[CH2:22][N:21]([CH2:26][CH2:27][C:28]([OH:30])=[O:29])[CH2:20][CH2:19]4)=[CH:13][C:12]=2[CH:35]=1)[C:2]1[CH:3]=[CH:4][CH:5]=[CH:6][CH:7]=1. The yield is 0.400. (2) The reactants are [OH:1][CH2:2][C:3](=[O:5])[CH3:4].C(N(CC)CC)C.[C:13](Cl)(=[O:17])[C:14]([CH3:16])=[CH2:15]. The catalyst is O1CCCC1.C1(C=CC(O)=CC=1)O. The product is [C:13]([O:1][CH2:2][C:3](=[O:5])[CH3:4])(=[O:17])[C:14]([CH3:16])=[CH2:15]. The yield is 0.699. (3) The product is [Cl:30][C:27]1[CH:28]=[CH:29][C:24]([C:16]2[C:15]([C:13]3[N:12]=[CH:11][N:10]([C:7]4[CH:8]=[CH:9][C:4]([C:3]([NH:48][CH2:47][CH:55]5[CH2:60][CH2:59]5)=[O:31])=[CH:5][N:6]=4)[CH:14]=3)=[C:19]([C:20]([F:21])([F:23])[F:22])[O:18][N:17]=2)=[CH:25][CH:26]=1. No catalyst specified. The reactants are CO[C:3](=[O:31])[C:4]1[CH:9]=[CH:8][C:7]([N:10]2[CH:14]=[C:13]([C:15]3[C:16]([C:24]4[CH:29]=[CH:28][C:27]([Cl:30])=[CH:26][CH:25]=4)=[N:17][O:18][C:19]=3[C:20]([F:23])([F:22])[F:21])[N:12]=[CH:11]2)=[N:6][CH:5]=1.COC(=O)C1C=CC(N2C=C(C3[C:47]([C:55]4[CH:60]=[CH:59]C=CC=4)=[N:48]OC=3C(F)(F)F)N=C2)=CC=1. The yield is 0.830. (4) The reactants are [OH:1][CH:2]([CH3:15])[CH2:3][C:4]([CH:6]1[C:11]([CH3:13])([CH3:12])[CH2:10][CH2:9][CH:8]=[C:7]1[CH3:14])=[O:5].CCN(CC)CC.[S:23](Cl)([C:26]1[CH:32]=[CH:31][C:29]([CH3:30])=[CH:28][CH:27]=1)(=[O:25])=[O:24].Cl. The catalyst is CN(C1C=CN=CC=1)C.C(Cl)Cl. The product is [CH3:30][C:29]1[CH:31]=[CH:32][C:26]([S:23]([O:1][CH:2]([CH3:15])[CH2:3][C:4](=[O:5])[CH:6]2[C:11]([CH3:13])([CH3:12])[CH2:10][CH2:9][CH:8]=[C:7]2[CH3:14])(=[O:25])=[O:24])=[CH:27][CH:28]=1. The yield is 0.500.